Task: Predict the product of the given reaction.. Dataset: Forward reaction prediction with 1.9M reactions from USPTO patents (1976-2016) (1) Given the reactants N[CH2:2][C:3]1[C:8]([CH3:9])=[N:7][C:6]2[N:10]([CH2:13][CH3:14])[N:11]=[CH:12][C:5]=2[C:4]=1[NH:15][CH:16]1[CH2:21][CH2:20][O:19][CH2:18][CH2:17]1.[O:22]1[C:26]([C:27](Cl)=[O:28])=[CH:25][CH:24]=[N:23]1.CC[N:32](C(C)C)C(C)C, predict the reaction product. The product is: [CH2:13]([N:10]1[C:6]2=[N:7][C:8]([CH3:9])=[C:3]([CH2:2][C:24]3[CH:25]=[C:26]([C:27]([NH2:32])=[O:28])[O:22][N:23]=3)[C:4]([NH:15][CH:16]3[CH2:21][CH2:20][O:19][CH2:18][CH2:17]3)=[C:5]2[CH:12]=[N:11]1)[CH3:14]. (2) Given the reactants [CH3:1][O:2][C:3](=[O:24])[CH2:4][O:5][C:6]1([C:18]2[CH:23]=[CH:22][CH:21]=[CH:20][CH:19]=2)[CH2:10][CH2:9][N:8](C(OC(C)(C)C)=O)[CH2:7]1.Cl, predict the reaction product. The product is: [CH3:1][O:2][C:3](=[O:24])[CH2:4][O:5][C:6]1([C:18]2[CH:23]=[CH:22][CH:21]=[CH:20][CH:19]=2)[CH2:10][CH2:9][NH:8][CH2:7]1. (3) Given the reactants Br[CH2:2][C:3]1[CH:10]=[C:9]([O:11][CH3:12])[CH:8]=[CH:7][C:4]=1[C:5]#[N:6].[NH4+:13].[OH-], predict the reaction product. The product is: [NH2:13][CH2:2][C:3]1[CH:10]=[C:9]([O:11][CH3:12])[CH:8]=[CH:7][C:4]=1[C:5]#[N:6].